This data is from Forward reaction prediction with 1.9M reactions from USPTO patents (1976-2016). The task is: Predict the product of the given reaction. (1) The product is: [CH3:1][O:2][C:3]1[CH:8]=[CH:7][C:6]([CH2:9][CH:10]([NH:11][CH:21]=[O:22])[C:12]2([CH3:15])[CH2:13][CH2:14]2)=[CH:5][C:4]=1[O:16][CH2:17][CH2:18][O:19][CH3:20]. Given the reactants [CH3:1][O:2][C:3]1[CH:8]=[CH:7][C:6]([CH2:9][CH:10]([C:12]2([CH3:15])[CH2:14][CH2:13]2)[NH2:11])=[CH:5][C:4]=1[O:16][CH2:17][CH2:18][O:19][CH3:20].[CH:21](O)=[O:22], predict the reaction product. (2) Given the reactants [Cl:1][C:2]1[CH:7]=[CH:6][C:5]([CH:8]2[CH2:12][N:11]([C:13]([CH:15]3[CH2:20][CH2:19][NH:18][CH2:17][CH2:16]3)=[O:14])[CH2:10][CH:9]2[N:21]([CH3:36])[C:22](=[O:35])[C:23]2[CH:28]=[CH:27][C:26]([O:29][CH3:30])=[C:25]([C:31]([F:34])([F:33])[F:32])[CH:24]=2)=[CH:4][CH:3]=1.[CH:37]1([CH:40]=O)[CH2:39][CH2:38]1, predict the reaction product. The product is: [Cl:1][C:2]1[CH:3]=[CH:4][C:5]([CH:8]2[CH2:12][N:11]([C:13]([CH:15]3[CH2:20][CH2:19][N:18]([CH2:40][CH:37]4[CH2:39][CH2:38]4)[CH2:17][CH2:16]3)=[O:14])[CH2:10][CH:9]2[N:21]([CH3:36])[C:22](=[O:35])[C:23]2[CH:28]=[CH:27][C:26]([O:29][CH3:30])=[C:25]([C:31]([F:33])([F:32])[F:34])[CH:24]=2)=[CH:6][CH:7]=1. (3) Given the reactants Cl.[Br:2][C:3]1[CH:13]=[CH:12][C:6]([C:7](=[NH:11])[NH:8][NH:9][CH3:10])=[CH:5][CH:4]=1.C(O[C:18](=O)[CH3:19])(=O)C, predict the reaction product. The product is: [Br:2][C:3]1[CH:4]=[CH:5][C:6]([C:7]2[N:11]=[C:18]([CH3:19])[N:9]([CH3:10])[N:8]=2)=[CH:12][CH:13]=1.